The task is: Predict the reactants needed to synthesize the given product.. This data is from Full USPTO retrosynthesis dataset with 1.9M reactions from patents (1976-2016). (1) Given the product [OH:1][C:2]1([C:9]2[CH:14]=[CH:13][CH:12]=[CH:11][CH:10]=2)[CH2:7][CH2:6][CH:5]([N:15]2[CH2:18][CH:17]([NH:19][C:20]([CH2:22][NH:23][C:24](=[O:35])[C:25]3[CH:30]=[CH:29][CH:28]=[C:27]([C:31]([F:34])([F:32])[F:33])[CH:26]=3)=[O:21])[CH2:16]2)[CH2:4][CH2:3]1, predict the reactants needed to synthesize it. The reactants are: [OH:1][C:2]1([C:9]2[CH:14]=[CH:13][CH:12]=[CH:11][CH:10]=2)[CH2:7][CH2:6][C:5](=O)[CH2:4][CH2:3]1.[NH:15]1[CH2:18][CH:17]([NH:19][C:20]([CH2:22][NH:23][C:24](=[O:35])[C:25]2[CH:30]=[CH:29][CH:28]=[C:27]([C:31]([F:34])([F:33])[F:32])[CH:26]=2)=[O:21])[CH2:16]1. (2) Given the product [CH2:18]([C:17]([C:14]1[CH:15]=[CH:16][C:11]([O:10][CH2:9][CH2:8][CH2:7][CH2:6][CH2:5][C:4]([OH:38])=[O:3])=[C:12]([CH3:37])[CH:13]=1)([C:20]1[CH:25]=[CH:24][C:23]([C:26]#[C:27][C:28]2([OH:33])[CH2:29][CH2:30][CH2:31][CH2:32]2)=[C:22]([CH3:34])[CH:21]=1)[CH2:35][CH3:36])[CH3:19], predict the reactants needed to synthesize it. The reactants are: C([O:3][C:4](=[O:38])[CH2:5][CH2:6][CH2:7][CH2:8][CH2:9][O:10][C:11]1[CH:16]=[CH:15][C:14]([C:17]([CH2:35][CH3:36])([C:20]2[CH:25]=[CH:24][C:23]([C:26]#[C:27][C:28]3([OH:33])[CH2:32][CH2:31][CH2:30][CH2:29]3)=[C:22]([CH3:34])[CH:21]=2)[CH2:18][CH3:19])=[CH:13][C:12]=1[CH3:37])C.[OH-].[K+].Cl. (3) Given the product [O:15]=[C:1]1[C:14]2[N:6]([N:7]=[C:8]3[C:13]=2[CH:12]=[CH:11][CH:10]=[CH:9]3)[CH2:5][CH2:4][CH2:3][N:2]1[CH2:21][CH:22]1[CH2:27][CH2:26][CH2:25][N:24]([C:28]([O:30][C:31]([CH3:32])([CH3:34])[CH3:33])=[O:29])[CH2:23]1, predict the reactants needed to synthesize it. The reactants are: [C:1]1(=[O:15])[C:14]2[N:6]([N:7]=[C:8]3[C:13]=2[CH:12]=[CH:11][CH:10]=[CH:9]3)[CH2:5][CH2:4][CH2:3][NH:2]1.CS(O[CH2:21][CH:22]1[CH2:27][CH2:26][CH2:25][N:24]([C:28]([O:30][C:31]([CH3:34])([CH3:33])[CH3:32])=[O:29])[CH2:23]1)(=O)=O.